Task: Binary Classification. Given protein and peptide amino acid sequences, predict whether they interact or not.. Dataset: Protein-peptide binding for MDM2, ACE2, and 12ca5 with 34 validated binders The protein target is ACE2 with sequence MSSSSWLLLSLVAVTAAQSTIEEQAKTFLDKFNHEAEDLFYQSSLASWNYNTNITEENVQNMNNAGDKWSAFLKEQSTLAQMYPLQEIQNLTVKLQLQALQQNGSSVLSEDKSKRLNTILNTMSTIYSTGKVCNPDNPQECLLLEPGLNEIMANSLDYNERLWAWESWRSEVGKQLRPLYEEYVVLKNEMARANHYEDYGDYWRGDYEVNGVDGYDYSRGQLIEDVEHTFEEIKPLYEHLHAYVRAKLMNAYPSYISPIGCLPAHLLGDMWGRFWTNLYSLTVPFGQKPNIDVTDAMVDQAWDAQRIFKEAEKFFVSVGLPNMTQGFWENSMLTDPGNVQKAVCHPTAWDLGKGDFRILMCTKVTMDDFLTAHHEMGHIQYDMAYAAQPFLLRNGANEGFHEAVGEIMSLSAATPKHLKSIGLLSPDFQEDNETEINFLLKQALTIVGTLPFTYMLEKWRWMVFKGEIPKDQWMKKWWEMKREIVGVVEPVPHDETYCDP.... The peptide is FWWSNPYLRQGDK.